This data is from Forward reaction prediction with 1.9M reactions from USPTO patents (1976-2016). The task is: Predict the product of the given reaction. (1) Given the reactants C(O)=O.[C:4](=[O:11])([O:6][C:7]([CH3:10])([CH3:9])[CH3:8])[NH2:5].[Br:12][C:13]1[CH:20]=[C:19]([C:21]#[N:22])[CH:18]=[CH:17][C:14]=1[CH:15]=O.[C:23]1([S:29]([O-:31])=[O:30])[CH:28]=[CH:27][CH:26]=[CH:25][CH:24]=1.[Na+], predict the reaction product. The product is: [C:7]([O:6][C:4](=[O:11])[NH:5][CH:15]([S:29]([C:23]1[CH:28]=[CH:27][CH:26]=[CH:25][CH:24]=1)(=[O:31])=[O:30])[C:14]1[CH:17]=[CH:18][C:19]([C:21]#[N:22])=[CH:20][C:13]=1[Br:12])([CH3:10])([CH3:9])[CH3:8]. (2) Given the reactants [CH3:1][O:2][C:3]([C@@H:5]1[CH2:17][C:16]2[C:15]3[C:10](=[CH:11][C:12]([O:18][CH3:19])=[CH:13][CH:14]=3)[NH:9][C:8]=2[C@H:7]([CH2:20][CH:21]([CH3:23])[CH3:22])[NH:6]1)=[O:4].[C:24]([O:28][C:29]([NH:31][C@H:32]([C:34](O)=[O:35])[CH3:33])=[O:30])([CH3:27])([CH3:26])[CH3:25].CN(C(ON1N=NC2C=CC=NC1=2)=[N+](C)C)C.F[P-](F)(F)(F)(F)F.CN(C)C=O.C(N(CC)C(C)C)(C)C, predict the reaction product. The product is: [C:24]([O:28][C:29]([NH:31][C@@H:32]([CH3:33])[C:34]([N:6]1[C@H:5]([C:3]([O:2][CH3:1])=[O:4])[CH2:17][C:16]2[C:15]3[C:10](=[CH:11][C:12]([O:18][CH3:19])=[CH:13][CH:14]=3)[NH:9][C:8]=2[C@@H:7]1[CH2:20][CH:21]([CH3:23])[CH3:22])=[O:35])=[O:30])([CH3:27])([CH3:26])[CH3:25]. (3) Given the reactants [CH:1]([C:3]1[N:7]([CH3:8])[N:6]=[C:5]([C:9]2[CH:14]=[CH:13][C:12]([OH:15])=[CH:11][CH:10]=2)[C:4]=1[C:16]1[C:17]([CH3:25])=[C:18](C(O)=O)[O:19][C:20]=1[CH3:21])=[O:2].N1C2C(=CC=C3C=2N=CC=C3)C=CC=1, predict the reaction product. The product is: [CH3:21][C:20]1[O:19][CH:18]=[C:17]([CH3:25])[C:16]=1[C:4]1[C:5]([C:9]2[CH:14]=[CH:13][C:12]([OH:15])=[CH:11][CH:10]=2)=[N:6][N:7]([CH3:8])[C:3]=1[CH:1]=[O:2]. (4) Given the reactants [S:1]1[C:5]2[CH2:6][CH2:7][CH2:8][CH2:9][C:4]=2[N:3]=[C:2]1[C:10]1[CH:11]=[CH:12][C:13]([O:16][CH2:17][CH2:18][CH2:19][OH:20])=[N:14][CH:15]=1.C[O:22][C:23](=[O:36])[CH:24]([N:26]1[C:34]2[C:29](=[CH:30][C:31](O)=[CH:32][CH:33]=2)[CH:28]=[CH:27]1)[CH3:25].C1(P(C2C=CC=CC=2)C2C=CC=CC=2)C=CC=CC=1.N(C(N1CCCCC1)=O)=NC(N1CCCCC1)=O.[Li+].[OH-], predict the reaction product. The product is: [S:1]1[C:5]2[CH2:6][CH2:7][CH2:8][CH2:9][C:4]=2[N:3]=[C:2]1[C:10]1[CH:11]=[CH:12][C:13]([O:16][CH2:17][CH2:18][CH2:19][O:20][C:31]2[CH:30]=[C:29]3[C:34](=[CH:33][CH:32]=2)[N:26]([CH:24]([CH3:25])[C:23]([OH:36])=[O:22])[CH:27]=[CH:28]3)=[N:14][CH:15]=1. (5) Given the reactants [OH:1][C:2]1([C:14]2[S:15][C:16]([C:19]3[CH:24]=[C:23]([NH:25][C:26]4[N:31]=[C:30]([O:32][CH:33]([CH3:35])[CH3:34])[CH:29]=[CH:28][N:27]=4)[CH:22]=[C:21]([CH3:36])[N:20]=3)=[CH:17][N:18]=2)[CH2:7][CH2:6][CH:5]([C:8]([O:10]C)=[O:9])[C:4]([CH3:13])([CH3:12])[CH2:3]1.[OH-].[K+].C(O)C, predict the reaction product. The product is: [OH:1][C:2]1([C:14]2[S:15][C:16]([C:19]3[CH:24]=[C:23]([NH:25][C:26]4[N:31]=[C:30]([O:32][CH:33]([CH3:34])[CH3:35])[CH:29]=[CH:28][N:27]=4)[CH:22]=[C:21]([CH3:36])[N:20]=3)=[CH:17][N:18]=2)[CH2:7][CH2:6][CH:5]([C:8]([OH:10])=[O:9])[C:4]([CH3:13])([CH3:12])[CH2:3]1.